Dataset: Reaction yield outcomes from USPTO patents with 853,638 reactions. Task: Predict the reaction yield, written as a fraction of the theoretical maximum amount of product (1.0 means a 100% yield; for example, 0.34 means a 34% yield). (1) The reactants are [C:1]1([C:7]2[CH:8]=[C:9]3[C:18](=[S:19])[NH:17][C:16]4[C:11](=[CH:12][CH:13]=[CH:14][CH:15]=4)[N:10]3[CH:20]=2)[CH:6]=[CH:5][CH:4]=[CH:3][CH:2]=1.N#N.[CH2:23]1CCN2C(=NCCC2)CC1.CI. The yield is 0.600. The product is [CH3:23][S:19][C:18]1[C:9]2[N:10]([CH:20]=[C:7]([C:1]3[CH:2]=[CH:3][CH:4]=[CH:5][CH:6]=3)[CH:8]=2)[C:11]2[C:16]([N:17]=1)=[CH:15][CH:14]=[CH:13][CH:12]=2. The catalyst is C1COCC1.CCOC(C)=O.CCCCC.CCOCC. (2) The reactants are [C:1]1([N:7]=[C:8]=[O:9])[CH:6]=[CH:5][CH:4]=[CH:3][CH:2]=1.[N:10]1[O:11][C:12]([NH2:18])=[C:13]2[CH2:17][CH2:16][CH2:15][C:14]=12. The catalyst is CN(C1C=CN=CC=1)C.C1COCC1. The product is [N:10]1[O:11][C:12]([NH:18][C:8]([NH:7][C:1]2[CH:6]=[CH:5][CH:4]=[CH:3][CH:2]=2)=[O:9])=[C:13]2[CH2:17][CH2:16][CH2:15][C:14]=12. The yield is 0.230. (3) The reactants are [C:1]([O:4][C@@H:5]1[C@@H:12]([O:13][CH2:14][C:15]2[CH:20]=[CH:19][CH:18]=[CH:17][CH:16]=2)[C@H:11]([O:21][CH2:22][C:23]2[CH:28]=[CH:27][CH:26]=[CH:25][CH:24]=2)[C@@H:10]([CH2:29][O:30]CC2C=CC(Cl)=CC=2)[O:9][C@@H:6]1[O:7][CH3:8])(=[O:3])[CH3:2].N1CCOCC1.[O-]P([O-])([O-])=O.[K+].[K+].[K+].Cl[Sn](Cl)(Cl)Cl. The catalyst is CC([O-])=O.CC([O-])=O.[Pd+2]. The product is [C:1]([O:4][C@@H:5]1[C@@H:12]([O:13][CH2:14][C:15]2[CH:20]=[CH:19][CH:18]=[CH:17][CH:16]=2)[C@H:11]([O:21][CH2:22][C:23]2[CH:24]=[CH:25][CH:26]=[CH:27][CH:28]=2)[C@@H:10]([CH2:29][OH:30])[O:9][C@H:6]1[O:7][CH3:8])(=[O:3])[CH3:2]. The yield is 0.870.